This data is from Reaction yield outcomes from USPTO patents with 853,638 reactions. The task is: Predict the reaction yield, written as a fraction of the theoretical maximum amount of product (1.0 means a 100% yield; for example, 0.34 means a 34% yield). (1) The yield is 0.886. The reactants are [F:1][C:2]([F:29])([F:28])[C:3]1[CH:4]=[C:5]([NH:13][C:14](=[O:27])[C:15]2[CH:20]=[C:19]([S:21](=[O:24])(=[O:23])[NH2:22])[CH:18]=[CH:17][C:16]=2[O:25][CH3:26])[CH:6]=[C:7]([C:9]([F:12])([F:11])[F:10])[CH:8]=1.CO[CH:32]1[CH2:36][CH2:35][CH:34](OC)O1.C(O)(=O)C. The catalyst is O. The product is [F:29][C:2]([F:1])([F:28])[C:3]1[CH:4]=[C:5]([NH:13][C:14](=[O:27])[C:15]2[CH:20]=[C:19]([S:21]([N:22]3[CH:32]=[CH:36][CH:35]=[CH:34]3)(=[O:23])=[O:24])[CH:18]=[CH:17][C:16]=2[O:25][CH3:26])[CH:6]=[C:7]([C:9]([F:12])([F:10])[F:11])[CH:8]=1. (2) The reactants are Br[C:2]1[CH:7]=[C:6]([C:8]2[C:9]([C:32]3[CH:37]=[CH:36][CH:35]=[C:34]([CH3:38])[N:33]=3)=[N:10][N:11](C(C3C=CC=CC=3)(C3C=CC=CC=3)C3C=CC=CC=3)[CH:12]=2)[CH:5]=[CH:4][N:3]=1.[C:39]([C:41]1[CH:46]=[CH:45][C:44](B(O)O)=[CH:43][CH:42]=1)#[N:40]. No catalyst specified. The product is [CH3:38][C:34]1[N:33]=[C:32]([C:9]2[C:8]([C:6]3[CH:5]=[CH:4][N:3]=[C:2]([C:44]4[CH:45]=[CH:46][C:41]([C:39]#[N:40])=[CH:42][CH:43]=4)[CH:7]=3)=[CH:12][NH:11][N:10]=2)[CH:37]=[CH:36][CH:35]=1. The yield is 0.640. (3) The reactants are [CH3:1][C:2]1[CH:7]=[CH:6][C:5]([S:8]([O:11][CH2:12][CH:13]2[CH2:17][C:16]3[CH:18]=[CH:19][CH:20]=[C:21]([OH:22])[C:15]=3[O:14]2)(=[O:10])=[O:9])=[CH:4][CH:3]=1.C(N(C(C)C)CC)(C)C.[F:32][C:33]([F:46])([F:45])[S:34](O[S:34]([C:33]([F:46])([F:45])[F:32])(=[O:36])=[O:35])(=[O:36])=[O:35].CC1C=CC(S(OC)(=O)=O)=CC=1. No catalyst specified. The product is [CH3:1][C:2]1[CH:3]=[CH:4][C:5]([S:8]([O:11][CH2:12][CH:13]2[CH2:17][C:16]3[CH:18]=[CH:19][CH:20]=[C:21]([O:22][S:34]([C:33]([F:46])([F:45])[F:32])(=[O:36])=[O:35])[C:15]=3[O:14]2)(=[O:10])=[O:9])=[CH:6][CH:7]=1. The yield is 0.740. (4) The reactants are C[Si]([C:5]#[C:6][C:7]1[CH:8]=[CH:9][C:10]([NH2:13])=[N:11][CH:12]=1)(C)C.CO.C(=O)([O-])[O-].[K+].[K+]. The catalyst is O1CCCC1. The product is [C:6]([C:7]1[CH:8]=[CH:9][C:10]([NH2:13])=[N:11][CH:12]=1)#[CH:5]. The yield is 0.990. (5) The reactants are [CH3:1][O:2][C:3]1[CH:4]=[C:5]([CH:24]=[CH:25][C:26]=1[O:27][CH2:28][C:29]1[N:30]=[C:31]([C:35]2[CH:40]=[CH:39][CH:38]=[CH:37][CH:36]=2)[O:32][C:33]=1[CH3:34])[CH2:6][O:7][C:8]1[C:12]([C:13]([O:15]CC)=[O:14])=[CH:11][N:10]([C:18]2[CH:23]=[CH:22][CH:21]=[CH:20][CH:19]=2)[N:9]=1.[OH-].[Na+].O1CCCC1.Cl. The catalyst is C(O)C. The product is [CH3:1][O:2][C:3]1[CH:4]=[C:5]([CH:24]=[CH:25][C:26]=1[O:27][CH2:28][C:29]1[N:30]=[C:31]([C:35]2[CH:40]=[CH:39][CH:38]=[CH:37][CH:36]=2)[O:32][C:33]=1[CH3:34])[CH2:6][O:7][C:8]1[C:12]([C:13]([OH:15])=[O:14])=[CH:11][N:10]([C:18]2[CH:19]=[CH:20][CH:21]=[CH:22][CH:23]=2)[N:9]=1. The yield is 0.920. (6) The reactants are Br[C:2]1[O:6][C:5]([CH:7]=[O:8])=[CH:4][CH:3]=1.[C:9]1(B(O)O)[CH:14]=[CH:13][CH:12]=[CH:11][CH:10]=1. No catalyst specified. The product is [C:9]1([C:2]2[O:6][C:5]([CH:7]=[O:8])=[CH:4][CH:3]=2)[CH:14]=[CH:13][CH:12]=[CH:11][CH:10]=1. The yield is 0.950. (7) The reactants are [Br:1][C:2]1[CH:3]=[CH:4][CH:5]=[C:6]2[C:11]=1[CH2:10][C:9](=O)[CH2:8][CH2:7]2.[CH2:13]([NH2:16])[C:14]#[CH:15]. No catalyst specified. The product is [Br:1][C:2]1[C:11]2[C:10]3[CH:15]=[CH:14][CH:13]=[N:16][C:9]=3[CH2:8][CH2:7][C:6]=2[CH:5]=[CH:4][CH:3]=1. The yield is 0.490. (8) The reactants are [CH:1]([O:3][CH2:4][CH2:5][O:6][NH2:7])=[CH2:2].[Li+].C[Si]([N-][Si](C)(C)C)(C)C.[F:18][C:19]1[C:24]2[N:25]=[CH:26][S:27][C:23]=2[CH:22]=[C:21]([C:28](OC)=[O:29])[C:20]=1[NH:32][C:33]1[CH:38]=[CH:37][C:36]([I:39])=[CH:35][C:34]=1[F:40]. The catalyst is C1COCC1. The product is [F:18][C:19]1[C:24]2[N:25]=[CH:26][S:27][C:23]=2[CH:22]=[C:21]([C:28]([NH:7][O:6][CH2:5][CH2:4][O:3][CH:1]=[CH2:2])=[O:29])[C:20]=1[NH:32][C:33]1[CH:38]=[CH:37][C:36]([I:39])=[CH:35][C:34]=1[F:40]. The yield is 0.980.